Predict the product of the given reaction. From a dataset of Forward reaction prediction with 1.9M reactions from USPTO patents (1976-2016). (1) Given the reactants [NH:1]1[CH2:6][CH2:5][CH2:4][CH2:3][C@@H:2]1[C:7]([OH:9])=[O:8].S(Cl)([Cl:12])=O.[CH3:14]O, predict the reaction product. The product is: [ClH:12].[CH3:14][O:8][C:7]([C@H:2]1[CH2:3][CH2:4][CH2:5][CH2:6][NH:1]1)=[O:9]. (2) Given the reactants [N:1]([CH2:4][C:5]([C:7]1[CH:12]=[CH:11][N:10]=[CH:9][CH:8]=1)=[O:6])=[N+]=[N-].[F:13][C:14]1[CH:19]=[C:18]([CH3:20])[C:17]([N:21]=[C:22]=S)=[CH:16][C:15]=1[N+:24]([O-:26])=[O:25].C1(P(C2C=CC=CC=2)C2C=CC=CC=2)C=CC=CC=1, predict the reaction product. The product is: [F:13][C:14]1[C:15]([N+:24]([O-:26])=[O:25])=[CH:16][C:17]([NH:21][C:22]2[O:6][C:5]([C:7]3[CH:12]=[CH:11][N:10]=[CH:9][CH:8]=3)=[CH:4][N:1]=2)=[C:18]([CH3:20])[CH:19]=1. (3) Given the reactants [CH2:1]([C:5]1[O:6][C:7]2[CH:32]=[CH:31][CH:30]=[CH:29][C:8]=2[C:9]=1[C:10]([NH:12][C:13]1[CH:18]=[CH:17][C:16]([C:19]2[CH:24]=[CH:23][C:22]([O:25][CH2:26][C:27]#[N:28])=[CH:21][CH:20]=2)=[CH:15][CH:14]=1)=[O:11])[CH2:2][CH2:3][CH3:4].[N-:33]=[N+:34]=[N-:35].[Na+].[Cl-].[NH4+], predict the reaction product. The product is: [CH2:1]([C:5]1[O:6][C:7]2[CH:32]=[CH:31][CH:30]=[CH:29][C:8]=2[C:9]=1[C:10]([NH:12][C:13]1[CH:18]=[CH:17][C:16]([C:19]2[CH:24]=[CH:23][C:22]([O:25][CH2:26][C:27]3[NH:35][N:34]=[N:33][N:28]=3)=[CH:21][CH:20]=2)=[CH:15][CH:14]=1)=[O:11])[CH2:2][CH2:3][CH3:4].